This data is from Forward reaction prediction with 1.9M reactions from USPTO patents (1976-2016). The task is: Predict the product of the given reaction. (1) Given the reactants C([O:3][C:4](=[O:37])[C:5]1[CH:10]=[CH:9][CH:8]=[C:7]([N:11]2[C:15]([CH3:16])=[CH:14][CH:13]=[C:12]2[C:17]2[CH:22]=[C:21]([C:23]([F:26])([F:25])[F:24])[CH:20]=[CH:19][C:18]=2[O:27][CH2:28][C:29]2[CH:34]=[CH:33][C:32]([O:35][CH3:36])=[CH:31][CH:30]=2)[CH:6]=1)C.[OH-].[Na+].CCO, predict the reaction product. The product is: [F:26][C:23]([F:24])([F:25])[C:21]1[CH:20]=[CH:19][C:18]([O:27][CH2:28][C:29]2[CH:30]=[CH:31][C:32]([O:35][CH3:36])=[CH:33][CH:34]=2)=[C:17]([C:12]2[N:11]([C:7]3[CH:6]=[C:5]([CH:10]=[CH:9][CH:8]=3)[C:4]([OH:37])=[O:3])[C:15]([CH3:16])=[CH:14][CH:13]=2)[CH:22]=1. (2) Given the reactants Cl[C:2]1[N:7]=[N:6][C:5]([C:8]2[CH:13]=[CH:12][CH:11]=[CH:10][CH:9]=2)=[C:4]([C:14]2[CH:19]=[CH:18][C:17]([C:20]([F:23])([F:22])[F:21])=[CH:16][CH:15]=2)[CH:3]=1.[OH:24][C:25]1[CH:34]=[C:33]2[C:28]([CH:29]=[CH:30][CH:31]=[N:32]2)=[CH:27][CH:26]=1.[H-].[Na+], predict the reaction product. The product is: [C:8]1([C:5]2[N:6]=[N:7][C:2]([O:24][C:25]3[CH:34]=[C:33]4[C:28]([CH:29]=[CH:30][CH:31]=[N:32]4)=[CH:27][CH:26]=3)=[CH:3][C:4]=2[C:14]2[CH:19]=[CH:18][C:17]([C:20]([F:23])([F:22])[F:21])=[CH:16][CH:15]=2)[CH:13]=[CH:12][CH:11]=[CH:10][CH:9]=1. (3) Given the reactants [NH2:1][C:2]1[CH:7]=[CH:6][C:5]([CH2:8][CH2:9][N:10]([CH2:18][C@@H:19]([C:21]2[CH:26]=[CH:25][CH:24]=[C:23]([Cl:27])[CH:22]=2)[OH:20])[C:11](=[O:17])[O:12][C:13]([CH3:16])([CH3:15])[CH3:14])=[CH:4][CH:3]=1.C=O.[C:30](O[BH-](OC(=O)C)OC(=O)C)(=O)C.[Na+].[OH-].[Na+], predict the reaction product. The product is: [Cl:27][C:23]1[CH:22]=[C:21]([C@@H:19]([OH:20])[CH2:18][N:10]([CH2:9][CH2:8][C:5]2[CH:6]=[CH:7][C:2]([NH:1][CH3:30])=[CH:3][CH:4]=2)[C:11](=[O:17])[O:12][C:13]([CH3:16])([CH3:15])[CH3:14])[CH:26]=[CH:25][CH:24]=1. (4) Given the reactants [F:1][C:2]1[CH:11]=[C:10]2[C:5]([C:6]([CH3:13])=[CH:7][NH:8][C:9]2=[O:12])=[CH:4][C:3]=1[O:14][CH:15]1[CH2:20][CH2:19][NH:18][CH2:17][CH2:16]1.[CH:21](Br)([CH3:23])[CH3:22].C(N(CC)CC)C, predict the reaction product. The product is: [F:1][C:2]1[CH:11]=[C:10]2[C:5]([C:6]([CH3:13])=[CH:7][NH:8][C:9]2=[O:12])=[CH:4][C:3]=1[O:14][CH:15]1[CH2:16][CH2:17][N:18]([CH:21]([CH3:23])[CH3:22])[CH2:19][CH2:20]1. (5) Given the reactants [N+:1]([C:4]1[CH:5]=[CH:6][CH:7]=[C:8]2[C:12]=1[NH:11][CH:10]=[CH:9]2)([O-])=O, predict the reaction product. The product is: [NH:11]1[C:12]2[C:8](=[CH:7][CH:6]=[CH:5][C:4]=2[NH2:1])[CH:9]=[CH:10]1. (6) Given the reactants FC(F)(F)S(O[C:7]1[CH2:8][CH2:9][C:10]2[CH:11]=[CH:12][C:13]([C:17]([O:19][CH3:20])=[O:18])=[CH:14][C:15]=2[CH:16]=1)(=O)=O.C([O:30][C:31]1[CH:32]=[C:33](B(O)O)[CH:34]=[CH:35][CH:36]=1)C1C=CC=CC=1, predict the reaction product. The product is: [OH:30][C:31]1[CH:36]=[C:35]([CH:7]2[CH2:16][C:15]3[CH:14]=[C:13]([C:17]([O:19][CH3:20])=[O:18])[CH:12]=[CH:11][C:10]=3[CH2:9][CH2:8]2)[CH:34]=[CH:33][CH:32]=1.